This data is from Full USPTO retrosynthesis dataset with 1.9M reactions from patents (1976-2016). The task is: Predict the reactants needed to synthesize the given product. (1) The reactants are: [CH3:1]C(C)([O-])C.[K+].[CH2:7]([N:14]1[CH2:18][CH2:17][CH:16]([C:19]([C:21]2[CH:22]=[C:23]3[C:27](=[CH:28][CH:29]=2)[NH:26][C:25]([C:30]([O:32][CH2:33][CH3:34])=[O:31])=[CH:24]3)=O)[CH2:15]1)[C:8]1[CH:13]=[CH:12][CH:11]=[CH:10][CH:9]=1.C(=O)([O-])[O-].[Na+].[Na+]. Given the product [CH2:7]([N:14]1[CH2:18][CH2:17][CH:16]([C:19]([C:21]2[CH:22]=[C:23]3[C:27](=[CH:28][CH:29]=2)[NH:26][C:25]([C:30]([O:32][CH2:33][CH3:34])=[O:31])=[CH:24]3)=[CH2:1])[CH2:15]1)[C:8]1[CH:13]=[CH:12][CH:11]=[CH:10][CH:9]=1, predict the reactants needed to synthesize it. (2) Given the product [ClH:17].[CH3:1][C@@H:2]1[CH2:6][O:5][C:4](=[O:7])[N:3]1[C:8]1[CH:9]=[CH:10][C:11]([C:12]([N:28]2[CH2:29][CH2:30][N:25]([C:22]3[C:21]([C:31]([F:34])([F:32])[F:33])=[CH:20][C:19]([CH3:18])=[CH:24][N:23]=3)[CH2:26][CH2:27]2)=[O:14])=[CH:15][CH:16]=1, predict the reactants needed to synthesize it. The reactants are: [CH3:1][C@@H:2]1[CH2:6][O:5][C:4](=[O:7])[N:3]1[C:8]1[CH:16]=[CH:15][C:11]([C:12]([OH:14])=O)=[CH:10][CH:9]=1.[ClH:17].[CH3:18][C:19]1[CH:20]=[C:21]([C:31]([F:34])([F:33])[F:32])[C:22]([N:25]2[CH2:30][CH2:29][NH:28][CH2:27][CH2:26]2)=[N:23][CH:24]=1. (3) Given the product [N+:8]([C:5]1[N:6]=[CH:7][C:2]([N:11]2[CH2:16][CH2:15][O:14][CH2:13][CH2:12]2)=[CH:3][CH:4]=1)([O-:10])=[O:9], predict the reactants needed to synthesize it. The reactants are: Br[C:2]1[CH:3]=[CH:4][C:5]([N+:8]([O-:10])=[O:9])=[N:6][CH:7]=1.[NH:11]1[CH2:16][CH2:15][O:14][CH2:13][CH2:12]1.C([O-])([O-])=O.[K+].[K+].O. (4) Given the product [Cl:21][C:18]1[C:17]([F:22])=[C:16]([F:23])[C:15]([S:24][C:2]2[S:6][C:5]([C:7](=[O:9])[CH3:8])=[CH:4][C:3]=2[N+:10]([O-:12])=[O:11])=[C:14]([F:13])[C:19]=1[F:20], predict the reactants needed to synthesize it. The reactants are: Cl[C:2]1[S:6][C:5]([C:7](=[O:9])[CH3:8])=[CH:4][C:3]=1[N+:10]([O-:12])=[O:11].[F:13][C:14]1[C:19]([F:20])=[C:18]([Cl:21])[C:17]([F:22])=[C:16]([F:23])[C:15]=1[SH:24].